From a dataset of Full USPTO retrosynthesis dataset with 1.9M reactions from patents (1976-2016). Predict the reactants needed to synthesize the given product. Given the product [CH2:30]([N:29]([CH2:28][C:27]1[CH:26]=[CH:25][C:24]([F:23])=[CH:33][CH:32]=1)[CH2:6][CH2:7][N:8]1[CH:12]=[C:11]([C:13]2[CH:18]=[C:17]([C:19]([OH:21])=[O:20])[CH:16]=[CH:15][N:14]=2)[N:10]=[CH:9]1)[CH3:31], predict the reactants needed to synthesize it. The reactants are: CS(O[CH2:6][CH2:7][N:8]1[CH:12]=[C:11]([C:13]2[CH:18]=[C:17]([C:19]([O:21]C)=[O:20])[CH:16]=[CH:15][N:14]=2)[N:10]=[CH:9]1)(=O)=O.[F:23][C:24]1[CH:33]=[CH:32][C:27]([CH2:28][NH:29][CH2:30][CH3:31])=[CH:26][CH:25]=1.